The task is: Regression. Given a peptide amino acid sequence and an MHC pseudo amino acid sequence, predict their binding affinity value. This is MHC class II binding data.. This data is from Peptide-MHC class II binding affinity with 134,281 pairs from IEDB. (1) The peptide sequence is FMVAMFLAVAVVLGL. The MHC is HLA-DQA10301-DQB10302 with pseudo-sequence HLA-DQA10301-DQB10302. The binding affinity (normalized) is 0.291. (2) The peptide sequence is ISGYNFSLGAAVKAG. The MHC is DRB4_0101 with pseudo-sequence DRB4_0103. The binding affinity (normalized) is 0.389.